From a dataset of Peptide-MHC class I binding affinity with 185,985 pairs from IEDB/IMGT. Regression. Given a peptide amino acid sequence and an MHC pseudo amino acid sequence, predict their binding affinity value. This is MHC class I binding data. (1) The peptide sequence is TTTSTALGK. The MHC is HLA-A68:01 with pseudo-sequence HLA-A68:01. The binding affinity (normalized) is 0.692. (2) The peptide sequence is IRTDSGNIL. The MHC is HLA-A02:01 with pseudo-sequence HLA-A02:01. The binding affinity (normalized) is 0.0847. (3) The peptide sequence is FMVFLQTHI. The MHC is Patr-B0101 with pseudo-sequence Patr-B0101. The binding affinity (normalized) is 0.0465.